Dataset: Reaction yield outcomes from USPTO patents with 853,638 reactions. Task: Predict the reaction yield, written as a fraction of the theoretical maximum amount of product (1.0 means a 100% yield; for example, 0.34 means a 34% yield). (1) The reactants are O[CH2:2][C:3]1[N:4]=[CH:5][C:6]([NH:9][C:10](=[O:32])[C:11]2[CH:16]=[C:15]([O:17][C:18]3[CH:23]=[CH:22][C:21]([S:24]([CH3:27])(=[O:26])=[O:25])=[CH:20][CH:19]=3)[CH:14]=[C:13]([O:28][CH:29]([CH3:31])[CH3:30])[CH:12]=2)=[N:7][CH:8]=1.P(Br)(Br)Br.[CH2:37]([O:39][P:40]([O:44]CC)[O:41][CH2:42][CH3:43])[CH3:38]. The catalyst is ClC(Cl)C.C(Cl)Cl. The product is [CH:29]([O:28][C:13]1[CH:12]=[C:11]([CH:16]=[C:15]([O:17][C:18]2[CH:23]=[CH:22][C:21]([S:24]([CH3:27])(=[O:25])=[O:26])=[CH:20][CH:19]=2)[CH:14]=1)[C:10]([NH:9][C:6]1[CH:5]=[N:4][C:3]([CH2:2][P:40](=[O:44])([O:41][CH2:42][CH3:43])[O:39][CH2:37][CH3:38])=[CH:8][N:7]=1)=[O:32])([CH3:30])[CH3:31]. The yield is 0.200. (2) The reactants are [NH2:1][C:2]([CH3:8])([CH2:6][OH:7])[C:3]([OH:5])=[O:4].C([O-])(O)=O.[Na+].[C:14](ON1C(=O)CCC1=O)([O:16][CH2:17][CH:18]1[C:30]2[C:25](=[CH:26][CH:27]=[CH:28][CH:29]=2)[C:24]2[C:19]1=[CH:20][CH:21]=[CH:22][CH:23]=2)=[O:15]. The catalyst is O.O1CCOCC1. The product is [CH:29]1[C:30]2[CH:18]([CH2:17][O:16][C:14]([NH:1][C:2]([CH3:8])([CH2:6][OH:7])[C:3]([OH:5])=[O:4])=[O:15])[C:19]3[C:24](=[CH:23][CH:22]=[CH:21][CH:20]=3)[C:25]=2[CH:26]=[CH:27][CH:28]=1. The yield is 0.860. (3) The reactants are [F:1][C:2]1[CH:7]=[CH:6][CH:5]=[CH:4][C:3]=1[S:8]([NH:11][C:12]1[C:13]([C:25]([O:27][CH3:28])=[O:26])=[C:14]([CH2:18][CH2:19][CH2:20][CH2:21][C:22]([OH:24])=O)[CH:15]=[CH:16][CH:17]=1)(=[O:10])=[O:9].FC(F)(F)C(OC(=O)C(F)(F)F)=O.[O-]S(C(F)(F)F)(=O)=O.[Ga+3].[O-]S(C(F)(F)F)(=O)=O.[O-]S(C(F)(F)F)(=O)=O. The catalyst is ClC(Cl)C. The product is [F:1][C:2]1[CH:7]=[CH:6][CH:5]=[CH:4][C:3]=1[S:8]([NH:11][C:12]1[C:13]([C:25]([O:27][CH3:28])=[O:26])=[C:14]2[CH2:18][CH2:19][CH2:20][CH2:21][C:22](=[O:24])[C:15]2=[CH:16][CH:17]=1)(=[O:9])=[O:10]. The yield is 0.760. (4) The yield is 0.860. The reactants are O1CCCCC1[N:7]1[CH:15]=[C:14]2[C:9]([CH:10]=[CH:11][CH:12]=[C:13]2[NH:16][C:17]2[C:22]([C:23]3[N:31]=[CH:30][N:29]=[C:28]4[C:24]=3[N:25]=[CH:26][N:27]4C3CCCCO3)=[CH:21][CH:20]=[CH:19][N:18]=2)=[N:8]1.[C:38]12([CH2:48][S:49]([OH:52])(=[O:51])=[O:50])[C:45]([CH3:47])([CH3:46])[CH:42]([CH2:43][CH2:44]1)[CH2:41][C:39]2=[O:40].N#N. The product is [C:38]12([CH2:48][S:49]([OH:52])(=[O:50])=[O:51])[C:45]([CH3:47])([CH3:46])[CH:42]([CH2:43][CH2:44]1)[CH2:41][C:39]2=[O:40].[N:31]1[C:23]([C:22]2[C:17]([NH:16][C:13]3[C:14]4[CH:15]=[N:7][NH:8][C:9]=4[CH:10]=[CH:11][CH:12]=3)=[N:18][CH:19]=[CH:20][CH:21]=2)=[C:24]2[C:28]([NH:27][CH:26]=[N:25]2)=[N:29][CH:30]=1. The catalyst is C(Cl)Cl.CO. (5) The catalyst is CN(C=O)C. The reactants are C(=O)(O)O.[NH2:5][C:6]([NH2:8])=[NH:7].[H-].[Na+].[CH3:11][C:12]1[O:16][C:15]([C:17]([C:19](=[C:22](SC)[S:23][CH3:24])[C:20]#[N:21])=O)=[CH:14][CH:13]=1. The product is [NH2:7][C:6]1[N:8]=[C:17]([C:15]2[O:16][C:12]([CH3:11])=[CH:13][CH:14]=2)[C:19]([C:20]#[N:21])=[C:22]([S:23][CH3:24])[N:5]=1. The yield is 0.940. (6) The reactants are [F:1][C:2]1[CH:3]=[C:4]([C:9](=[C:23]2[CH2:29][CH2:28][CH2:27][CH2:26][CH2:25][CH2:24]2)[C:10]2[CH:15]=[CH:14][C:13](/[CH:16]=[CH:17]/[C:18]([O:20]CC)=[O:19])=[CH:12][CH:11]=2)[CH:5]=[CH:6][C:7]=1[OH:8].[OH-].[Na+].Cl. The catalyst is CCO.C1COCC1. The product is [F:1][C:2]1[CH:3]=[C:4]([C:9](=[C:23]2[CH2:29][CH2:28][CH2:27][CH2:26][CH2:25][CH2:24]2)[C:10]2[CH:15]=[CH:14][C:13](/[CH:16]=[CH:17]/[C:18]([OH:20])=[O:19])=[CH:12][CH:11]=2)[CH:5]=[CH:6][C:7]=1[OH:8]. The yield is 0.840.